This data is from Full USPTO retrosynthesis dataset with 1.9M reactions from patents (1976-2016). The task is: Predict the reactants needed to synthesize the given product. (1) Given the product [CH2:26]([O:28][C:29](=[O:37])[C:30]1[CH:35]=[CH:34][CH:33]=[C:32]([N:36]2[C:12]([CH3:13])=[CH:11][CH:10]=[C:9]2[C:7]2[CH:8]=[C:3]([C:2]([F:25])([F:24])[F:1])[CH:4]=[CH:5][C:6]=2[O:16][CH2:17][C:18]2[CH:19]=[CH:20][CH:21]=[CH:22][CH:23]=2)[CH:31]=1)[CH3:27], predict the reactants needed to synthesize it. The reactants are: [F:1][C:2]([F:25])([F:24])[C:3]1[CH:4]=[CH:5][C:6]([O:16][CH2:17][C:18]2[CH:23]=[CH:22][CH:21]=[CH:20][CH:19]=2)=[C:7]([C:9](=O)[CH2:10][CH2:11][C:12](=O)[CH3:13])[CH:8]=1.[CH2:26]([O:28][C:29](=[O:37])[C:30]1[CH:35]=[CH:34][CH:33]=[C:32]([NH2:36])[CH:31]=1)[CH3:27]. (2) Given the product [F:19][C:9]1[CH:10]=[CH:11][C:12]([O:14][C:15]([F:18])([F:17])[F:16])=[C:13]2[C:8]=1[NH:7][CH:6]=[C:5]2[C:3]([OH:4])=[O:22], predict the reactants needed to synthesize it. The reactants are: FC(F)(F)[C:3]([C:5]1[C:13]2[C:8](=[C:9]([F:19])[CH:10]=[CH:11][C:12]=2[O:14][C:15]([F:18])([F:17])[F:16])[NH:7][CH:6]=1)=[O:4].[OH2:22]. (3) Given the product [CH3:1][O:2][C:3](=[O:13])[CH:4]([OH:5])[C:6]1[CH:11]=[CH:10][C:9]([Cl:12])=[CH:8][CH:7]=1, predict the reactants needed to synthesize it. The reactants are: [CH3:1][O:2][C:3](=[O:13])[C:4]([C:6]1[CH:11]=[CH:10][C:9]([Cl:12])=[CH:8][CH:7]=1)=[O:5].[BH4-].[Na+]. (4) Given the product [N:38]1[N:37]=[CH:36][N:32]2[CH:33]=[CH:34][N:35]=[C:30]([NH:2][CH2:3][C:4]3([C:23]4[CH:24]=[CH:25][CH:26]=[CH:27][CH:28]=4)[CH2:8][CH2:7][N:6]([CH2:9][C@@H:10]([C:12]4[C:13]([CH3:22])=[C:14]5[C:15](=[CH:20][CH:21]=4)[C:16](=[O:19])[O:17][CH2:18]5)[OH:11])[CH2:5]3)[C:31]=12, predict the reactants needed to synthesize it. The reactants are: Cl.[NH2:2][CH2:3][C:4]1([C:23]2[CH:28]=[CH:27][CH:26]=[CH:25][CH:24]=2)[CH2:8][CH2:7][N:6]([CH2:9][C@@H:10]([C:12]2[CH:21]=[CH:20][C:15]3[C:16](=[O:19])[O:17][CH2:18][C:14]=3[C:13]=2[CH3:22])[OH:11])[CH2:5]1.Cl[C:30]1[C:31]2[N:32]([CH:36]=[N:37][N:38]=2)[CH:33]=[CH:34][N:35]=1.